From a dataset of M1 muscarinic receptor agonist screen with 61,833 compounds. Binary Classification. Given a drug SMILES string, predict its activity (active/inactive) in a high-throughput screening assay against a specified biological target. (1) The compound is S\1C(CCO)C(=O)N(C1=C(\C(OCC)=O)C#N)c1ccccc1. The result is 0 (inactive). (2) The drug is Brc1ccc(C(=O)N2CCN(CC2)c2c(F)cc(cc2)C(=O)C)cc1. The result is 0 (inactive). (3) The drug is O=C(Nc1[nH]n2C(c3ccccc3)C=C(N=c2n1)c1ccccc1)C. The result is 1 (active). (4) The molecule is Fc1cc(C2n3[nH]cnc3=NC(=C2C(OC(C)C)=O)C)ccc1. The result is 0 (inactive). (5) The molecule is S(c1oc(c(C2C3=C(NC(=C2C(OC)=O)C)CCCC3=O)c1)C)CC. The result is 0 (inactive). (6) The molecule is S(=O)(=O)(NCCNC(=O)c1c(snc1SC)SC)c1ccc(cc1)C. The result is 0 (inactive). (7) The molecule is S1CCN=C1NC(=O)c1cc(sc1)C. The result is 0 (inactive).